Dataset: Peptide-MHC class I binding affinity with 185,985 pairs from IEDB/IMGT. Task: Regression. Given a peptide amino acid sequence and an MHC pseudo amino acid sequence, predict their binding affinity value. This is MHC class I binding data. (1) The peptide sequence is EHNGGDDPL. The MHC is HLA-A23:01 with pseudo-sequence HLA-A23:01. The binding affinity (normalized) is 0.213. (2) The peptide sequence is GPSDTPIL. The MHC is HLA-B51:01 with pseudo-sequence HLA-B51:01. The binding affinity (normalized) is 0. (3) The peptide sequence is RLTARGLI. The MHC is Mamu-A01 with pseudo-sequence Mamu-A01. The binding affinity (normalized) is 0.205. (4) The peptide sequence is GLHAAAPHL. The MHC is HLA-A02:03 with pseudo-sequence HLA-A02:03. The binding affinity (normalized) is 0.936. (5) The peptide sequence is YQVPFVQAF. The MHC is HLA-B40:01 with pseudo-sequence HLA-B40:01. The binding affinity (normalized) is 0.213. (6) The peptide sequence is LTSKELMMTT. The MHC is HLA-B58:01 with pseudo-sequence HLA-B58:01. The binding affinity (normalized) is 0.441. (7) The peptide sequence is VVECLTVPNI. The MHC is HLA-A02:06 with pseudo-sequence HLA-A02:06. The binding affinity (normalized) is 0.473.